Dataset: Forward reaction prediction with 1.9M reactions from USPTO patents (1976-2016). Task: Predict the product of the given reaction. (1) The product is: [CH3:18][C:6]1[N:5]=[C:4]2[S:19][C:20]3[CH2:25][CH2:24][CH2:23][CH2:22][C:21]=3[C:3]2=[C:2]([C:35]2[C:36]([CH3:43])=[C:37]3[C:42](=[C:33]([F:32])[CH:34]=2)[O:41][CH2:40][CH2:39][CH2:38]3)[C:7]=1[CH:8]([O:13][C:14]([CH3:17])([CH3:16])[CH3:15])[C:9]([O:11][CH3:12])=[O:10]. Given the reactants I[C:2]1[C:7]([CH:8]([O:13][C:14]([CH3:17])([CH3:16])[CH3:15])[C:9]([O:11][CH3:12])=[O:10])=[C:6]([CH3:18])[N:5]=[C:4]2[S:19][C:20]3[CH2:25][CH2:24][CH2:23][CH2:22][C:21]=3[C:3]=12.C(=O)([O-])[O-].[K+].[K+].[F:32][C:33]1[CH:34]=[C:35](B2OC(C)(C)C(C)(C)O2)[C:36]([CH3:43])=[C:37]2[C:42]=1[O:41][CH2:40][CH2:39][CH2:38]2.C(OCC)(=O)C, predict the reaction product. (2) The product is: [NH2:1][C:2]1[C:7]([NH:8][C:9](=[O:17])[C:10]2[CH:15]=[CH:14][C:13]([C:34]([CH2:35][NH:18][CH2:19][C:20]3[CH:21]=[N:22][CH:23]=[CH:24][CH:25]=3)=[CH2:33])=[CH:12][CH:11]=2)=[CH:6][CH:5]=[CH:4][N:3]=1. Given the reactants [NH2:1][C:2]1[C:7]([NH:8][C:9](=[O:17])[C:10]2[CH:15]=[CH:14][C:13](I)=[CH:12][CH:11]=2)=[CH:6][CH:5]=[CH:4][N:3]=1.[NH2:18][CH2:19][C:20]1[CH:21]=[N:22][CH:23]=[CH:24][CH:25]=1.C(=O)([O-])[O-].[K+].[K+].O1C=[CH:35][CH:34]=[C:33]1P(C1OC=CC=1)C1OC=CC=1.C=C=C, predict the reaction product. (3) Given the reactants [Cl:1][C:2]1[CH:14]=[N:13][C:5]2[NH:6][C:7]3[CH2:12][CH2:11][NH:10][CH2:9][C:8]=3[C:4]=2[CH:3]=1.CCN(C(C)C)C(C)C.[Cl:24][C:25]1[CH:33]=[CH:32][CH:31]=[CH:30][C:26]=1[C:27](Cl)=[O:28].Cl.CCOCC, predict the reaction product. The product is: [ClH:1].[Cl:24][C:25]1[CH:33]=[CH:32][CH:31]=[CH:30][C:26]=1[C:27]([N:10]1[CH2:11][CH2:12][C:7]2[NH:6][C:5]3[N:13]=[CH:14][C:2]([Cl:1])=[CH:3][C:4]=3[C:8]=2[CH2:9]1)=[O:28]. (4) Given the reactants [CH:1](=O)[C:2]1[CH:7]=[CH:6][CH:5]=[CH:4][CH:3]=1.[C:9]([O:13][C:14]([N:16]1[CH2:21][CH2:20][C@@H:19]([NH2:22])[C@H:18]([OH:23])[CH2:17]1)=[O:15])([CH3:12])([CH3:11])[CH3:10].C(O)(=O)C.C([BH3-])#N.[Na+], predict the reaction product. The product is: [C:9]([O:13][C:14]([N:16]1[CH2:21][CH2:20][C@@H:19]([NH:22][CH2:1][C:2]2[CH:7]=[CH:6][CH:5]=[CH:4][CH:3]=2)[C@H:18]([OH:23])[CH2:17]1)=[O:15])([CH3:12])([CH3:10])[CH3:11].